This data is from Full USPTO retrosynthesis dataset with 1.9M reactions from patents (1976-2016). The task is: Predict the reactants needed to synthesize the given product. Given the product [C:1]([O:5][C:6]([N:8]1[CH2:13][CH2:12][C:11]2([N:16]=[C:17]([C:18]3[CH:23]=[C:22]([C:24]([F:27])([F:26])[F:25])[CH:21]=[C:20]([O:28][CH2:29][CH2:30][CH:31]=[CH2:32])[CH:19]=3)[NH:15][C:14]2=[O:40])[CH2:10][CH2:9]1)=[O:7])([CH3:4])([CH3:3])[CH3:2], predict the reactants needed to synthesize it. The reactants are: [C:1]([O:5][C:6]([N:8]1[CH2:13][CH2:12][C:11]([NH:16][C:17](=O)[C:18]2[CH:23]=[C:22]([C:24]([F:27])([F:26])[F:25])[CH:21]=[C:20]([O:28][CH2:29][CH2:30][CH:31]=[CH2:32])[CH:19]=2)([C:14]#[N:15])[CH2:10][CH2:9]1)=[O:7])([CH3:4])([CH3:3])[CH3:2].[OH-].[Na+].OO.CS(C)=[O:40].